Dataset: Catalyst prediction with 721,799 reactions and 888 catalyst types from USPTO. Task: Predict which catalyst facilitates the given reaction. (1) The catalyst class is: 5. Product: [CH3:1][C:2]1[S:6][C:5]2=[N:7][C:13]([CH2:12][C:11]([OH:17])=[O:10])=[CH:14][N:4]2[N:3]=1.[CH3:8][O:10][C:11](=[O:17])[CH2:12][C:13]1[N:7]=[C:5]2[N:4]([CH:14]=1)[N:3]=[C:2]([CH3:1])[S:6]2. Reactant: [CH3:1][C:2]1[S:6][C:5]([NH2:7])=[N:4][N:3]=1.[CH2:8]([O:10][C:11](=[O:17])[CH2:12][C:13](=O)[CH2:14]Br)C. (2) Reactant: [F:1][C:2]1[C:3]([C:28]2[N:33]=[CH:32][CH:31]=[CH:30][N:29]=2)=[C:4]([C:8]([N:10]2[C@@H:14]3[CH2:15][CH2:16][C@H:11]2[C@H:12]([NH:17][C:18]2[CH:23]=[CH:22][C:21]([C:24]([F:27])([F:26])[F:25])=[CH:20][N:19]=2)[CH2:13]3)=[O:9])[CH:5]=[CH:6][CH:7]=1.[CH3:34]C(C)([O-])C.[Na+].IC. Product: [F:1][C:2]1[C:3]([C:28]2[N:29]=[CH:30][CH:31]=[CH:32][N:33]=2)=[C:4]([C:8]([N:10]2[C@@H:14]3[CH2:15][CH2:16][C@H:11]2[C@H:12]([N:17]([CH3:34])[C:18]2[CH:23]=[CH:22][C:21]([C:24]([F:27])([F:26])[F:25])=[CH:20][N:19]=2)[CH2:13]3)=[O:9])[CH:5]=[CH:6][CH:7]=1. The catalyst class is: 3. (3) Reactant: [NH2:1][C:2]1[CH:3]=[C:4]([CH:15]=[CH:16][C:17]=1[Cl:18])[C:5]([NH:7][CH2:8][C:9]1[CH:14]=[CH:13][CH:12]=[CH:11][CH:10]=1)=[O:6].C(N(C(C)C)C(C)C)C.Cl[C:29](=[O:35])[CH2:30][C:31]([O:33][CH3:34])=[O:32]. Product: [CH3:34][O:33][C:31](=[O:32])[CH2:30][C:29]([NH:1][C:2]1[CH:3]=[C:4]([C:5](=[O:6])[NH:7][CH2:8][C:9]2[CH:14]=[CH:13][CH:12]=[CH:11][CH:10]=2)[CH:15]=[CH:16][C:17]=1[Cl:18])=[O:35]. The catalyst class is: 4. (4) Reactant: [NH2:1][C:2]1[CH:3]=[C:4]([NH:8][C:9]2[C:14]([F:15])=[CH:13][N:12]=[C:11](Cl)[N:10]=2)[CH:5]=[CH:6][CH:7]=1.[CH3:17][O:18][C:19]([C:21]1[O:22][C:23]2[CH:29]=[CH:28][C:27]([NH2:30])=[CH:26][C:24]=2[CH:25]=1)=[O:20]. Product: [NH2:1][C:2]1[CH:3]=[C:4]([NH:8][C:9]2[C:14]([F:15])=[CH:13][N:12]=[C:11]([NH:30][C:27]3[CH:28]=[CH:29][C:23]4[O:22][C:21]([C:19]([O:18][CH3:17])=[O:20])=[CH:25][C:24]=4[CH:26]=3)[N:10]=2)[CH:5]=[CH:6][CH:7]=1. The catalyst class is: 5. (5) Reactant: [C:1]([O:5][C:6](=[O:22])[C@@H:7]([NH:11][CH2:12][C:13]1[CH:18]=[CH:17][CH:16]=[CH:15][C:14]=1[N+:19]([O-])=O)[CH:8]([CH3:10])[CH3:9])([CH3:4])([CH3:3])[CH3:2]. Product: [C:1]([O:5][C:6](=[O:22])[C@@H:7]([NH:11][CH2:12][C:13]1[CH:18]=[CH:17][CH:16]=[CH:15][C:14]=1[NH2:19])[CH:8]([CH3:10])[CH3:9])([CH3:3])([CH3:4])[CH3:2]. The catalyst class is: 319. (6) Reactant: [Br:1][C:2]1[C:7]2[N:8]=[C:9]([CH3:20])[N:10]([CH2:11][C:12]3[CH:17]=[CH:16][CH:15]=[C:14]([Cl:18])[C:13]=3[CH3:19])[C:6]=2[CH:5]=[C:4]([NH2:21])[CH:3]=1.Br[CH2:23][CH2:24][O:25][CH2:26][CH2:27]Br.CCN(C(C)C)C(C)C. Product: [Br:1][C:2]1[C:7]2[N:8]=[C:9]([CH3:20])[N:10]([CH2:11][C:12]3[CH:17]=[CH:16][CH:15]=[C:14]([Cl:18])[C:13]=3[CH3:19])[C:6]=2[CH:5]=[C:4]([N:21]2[CH2:27][CH2:26][O:25][CH2:24][CH2:23]2)[CH:3]=1. The catalyst class is: 746. (7) Product: [OH:4][CH2:3][CH2:2][N:1]([CH2:5][CH2:6][OH:7])[C:11](=[O:12])[CH2:10][C:9](=[O:13])[CH3:8]. The catalyst class is: 5. Reactant: [NH:1]([CH2:5][CH2:6][OH:7])[CH2:2][CH2:3][OH:4].[CH2:8]=[C:9]1[O:13][C:11](=[O:12])[CH2:10]1. (8) Reactant: [OH:1][CH2:2][CH2:3][C@@H:4]1[CH2:10][C@@H:9]2[C@@H:7]([CH2:8]2)[CH2:6][N:5]1[C:11]([O:13][C:14]([CH3:17])([CH3:16])[CH3:15])=[O:12].N1C=CN=C1.Cl[Si:24]([C:37]([CH3:40])([CH3:39])[CH3:38])([C:31]1[CH:36]=[CH:35][CH:34]=[CH:33][CH:32]=1)[C:25]1[CH:30]=[CH:29][CH:28]=[CH:27][CH:26]=1.CCOC(C)=O. Product: [CH3:40][C:37]([Si:24]([C:31]1[CH:36]=[CH:35][CH:34]=[CH:33][CH:32]=1)([C:25]1[CH:26]=[CH:27][CH:28]=[CH:29][CH:30]=1)[O:1][CH2:2][CH2:3][C@@H:4]1[CH2:10][C@@H:9]2[C@@H:7]([CH2:8]2)[CH2:6][N:5]1[C:11]([O:13][C:14]([CH3:17])([CH3:16])[CH3:15])=[O:12])([CH3:38])[CH3:39]. The catalyst class is: 18.